This data is from Reaction yield outcomes from USPTO patents with 853,638 reactions. The task is: Predict the reaction yield, written as a fraction of the theoretical maximum amount of product (1.0 means a 100% yield; for example, 0.34 means a 34% yield). (1) The reactants are [Br:1][C:2]1[CH:7]=[C:6]([N+:8]([O-])=O)[CH:5]=[CH:4][C:3]=1[CH3:11].C(O)C.O.O.[Sn](Cl)Cl.C(=O)([O-])[O-].[K+].[K+]. The catalyst is C(OC(=O)C)C. The product is [Br:1][C:2]1[CH:7]=[C:6]([CH:5]=[CH:4][C:3]=1[CH3:11])[NH2:8]. The yield is 1.00. (2) The reactants are Cl.[O:2]=[C:3]1[NH:11][C:10]2[C:5](=[N:6][C:7]([C:12]3[CH:13]=[N:14][N:15]4[CH:20]=[CH:19][C:18]([C:21]#[N:22])=[CH:17][C:16]=34)=[N:8][CH:9]=2)[N:4]1[C@H:23]1[CH2:28][CH2:27][CH2:26][NH:25][CH2:24]1.[CH3:29][S:30](O[S:30]([CH3:29])(=[O:32])=[O:31])(=[O:32])=[O:31]. The catalyst is CN(C=O)C. The product is [CH3:29][S:30]([N:25]1[CH2:26][CH2:27][CH2:28][C@H:23]([N:4]2[C:3](=[O:2])[NH:11][C:10]3[C:5]2=[N:6][C:7]([C:12]2[CH:13]=[N:14][N:15]4[CH:20]=[CH:19][C:18]([C:21]#[N:22])=[CH:17][C:16]=24)=[N:8][CH:9]=3)[CH2:24]1)(=[O:32])=[O:31]. The yield is 0.520. (3) The reactants are [C:1]([O:4][CH:5]1[CH:10]([CH3:11])[CH2:9][C:8]([C:12]2[CH:17]=[CH:16][N:15]=[CH:14][C:13]=2[N+:18]([O-])=O)=[CH:7][CH:6]1[NH:21][C:22]([O:24][C:25]([CH3:28])([CH3:27])[CH3:26])=[O:23])(=[O:3])[CH3:2]. The yield is 0.590. The catalyst is CO.CCOC(C)=O.[Pd]. The product is [C:1]([O:4][CH:5]1[CH:10]([CH3:11])[CH2:9][CH:8]([C:12]2[CH:17]=[CH:16][N:15]=[CH:14][C:13]=2[NH2:18])[CH2:7][CH:6]1[NH:21][C:22]([O:24][C:25]([CH3:26])([CH3:28])[CH3:27])=[O:23])(=[O:3])[CH3:2]. (4) The reactants are [C:1]([C:5]1[CH:17]=[CH:16][C:15]2[C:14]3[C:9](=[CH:10][C:11]([C:18]([CH3:21])([CH3:20])[CH3:19])=[CH:12][CH:13]=3)[CH2:8][C:7]=2[CH:6]=1)([CH3:4])([CH3:3])[CH3:2].[Li][CH2:23][CH2:24][CH2:25][CH3:26]. The catalyst is CCOCC.CCCCCCC. The product is [CH2:23]([C:24]1[CH:23]=[C:23]([C:24]([CH:8]2[C:7]3[CH:6]=[C:5]([C:1]([CH3:4])([CH3:3])[CH3:2])[CH:17]=[CH:16][C:15]=3[C:14]3[C:9]2=[CH:10][C:11]([C:18]([CH3:21])([CH3:20])[CH3:19])=[CH:12][CH:13]=3)([C:5]2[CH:17]=[CH:16][CH:15]=[CH:7][CH:6]=2)[C:25]2[CH:11]=[CH:10][CH:9]=[CH:8][CH:26]=2)[CH2:26][CH:25]=1)[CH2:24][CH2:25][CH3:26]. The yield is 0.613. (5) The reactants are [S:1]([OH:5])(=[O:4])(=[O:3])[CH3:2].[F:6][C:7]1[CH:8]=[C:9]([CH2:17][CH2:18][NH2:19])[CH:10]=[C:11]([C:13]([F:16])([F:15])[F:14])[CH:12]=1.[OH-].[Na+].[C:22]([C:26]1[CH:33]=[CH:32][C:29]([CH:30]=O)=[CH:28][CH:27]=1)([CH3:25])([CH3:24])[CH3:23].[BH4-].[Na+].CS(O)(=O)=O. The yield is 0.862. The product is [S:1]([OH:5])(=[O:4])(=[O:3])[CH3:2].[C:22]([C:26]1[CH:27]=[CH:28][C:29]([CH2:30][NH:19][CH2:18][CH2:17][C:9]2[CH:10]=[C:11]([C:13]([F:15])([F:16])[F:14])[CH:12]=[C:7]([F:6])[CH:8]=2)=[CH:32][CH:33]=1)([CH3:25])([CH3:23])[CH3:24]. The catalyst is C1(C)C=CC=CC=1.C1COCC1.O.